This data is from Forward reaction prediction with 1.9M reactions from USPTO patents (1976-2016). The task is: Predict the product of the given reaction. (1) Given the reactants [CH:1]([C:4]1[N:5]=[C:6]([C:33]2[CH:38]=[CH:37][C:36]([C:39]([F:42])([F:41])[F:40])=[CH:35][CH:34]=2)[S:7][C:8]=1[CH2:9][CH2:10][C:11]([C:13]1[CH:18]=[CH:17][C:16]([N:19]([CH3:32])S(C2C=CC=CC=2[N+]([O-])=O)(=O)=O)=[CH:15][CH:14]=1)=[O:12])([CH3:3])[CH3:2].C(=O)([O-])[O-].[K+].[K+].C1(S)C=CC=CC=1, predict the reaction product. The product is: [CH:1]([C:4]1[N:5]=[C:6]([C:33]2[CH:34]=[CH:35][C:36]([C:39]([F:41])([F:42])[F:40])=[CH:37][CH:38]=2)[S:7][C:8]=1[CH2:9][CH2:10][C:11]([C:13]1[CH:18]=[CH:17][C:16]([NH:19][CH3:32])=[CH:15][CH:14]=1)=[O:12])([CH3:3])[CH3:2]. (2) Given the reactants [Cl:1][C:2]1[N:7]=[C:6]([NH:8][CH:9]2[CH2:14][CH2:13][N:12]([C:15]([O:17][C:18]([CH3:21])([CH3:20])[CH3:19])=[O:16])[CH2:11][CH2:10]2)[CH:5]=[N:4][CH:3]=1.CI.[CH3:24][Si]([N-][Si](C)(C)C)(C)C.[Na+], predict the reaction product. The product is: [Cl:1][C:2]1[N:7]=[C:6]([N:8]([CH3:24])[CH:9]2[CH2:14][CH2:13][N:12]([C:15]([O:17][C:18]([CH3:21])([CH3:20])[CH3:19])=[O:16])[CH2:11][CH2:10]2)[CH:5]=[N:4][CH:3]=1. (3) Given the reactants [NH2:1][CH2:2][C:3]1[C:4]([F:20])=[C:5]([O:10][C:11]2[CH:12]=[C:13]([CH:16]=[C:17](Br)[CH:18]=2)[C:14]#[N:15])[C:6]([Cl:9])=[CH:7][CH:8]=1.[CH2:21](O)[CH2:22]C, predict the reaction product. The product is: [NH2:1][CH2:2][C:3]1[C:4]([F:20])=[C:5]([O:10][C:11]2[CH:12]=[C:13]([CH:16]=[C:17]([CH:21]=[CH2:22])[CH:18]=2)[C:14]#[N:15])[C:6]([Cl:9])=[CH:7][CH:8]=1. (4) Given the reactants [Cl:1][C:2]1[CH:7]=[CH:6][C:5]([CH2:8][C:9]([NH:11][NH:12][C:13]2[N:14]=[N:15][C:16]([C:26]3[CH:31]=[CH:30][CH:29]=[CH:28][C:27]=3[Cl:32])=[C:17]([C:19]3[CH:24]=[CH:23][C:22]([Cl:25])=[CH:21][CH:20]=3)[CH:18]=2)=O)=[CH:4][CH:3]=1.[Cl-].[Cl-].C1(P(C2C=CC=CC=2)C2C=CC=CC=2)C=CC=CC=1.ClC1C=CC=CC=1C1C(C2C=CC(Cl)=CC=2)=CC2N(C(CC3CCCCC3)=NN=2)N=1, predict the reaction product. The product is: [Cl:1][C:2]1[CH:7]=[CH:6][C:5]([CH2:8][C:9]2[N:14]3[N:15]=[C:16]([C:26]4[CH:31]=[CH:30][CH:29]=[CH:28][C:27]=4[Cl:32])[C:17]([C:19]4[CH:24]=[CH:23][C:22]([Cl:25])=[CH:21][CH:20]=4)=[CH:18][C:13]3=[N:12][N:11]=2)=[CH:4][CH:3]=1.